This data is from Reaction yield outcomes from USPTO patents with 853,638 reactions. The task is: Predict the reaction yield, written as a fraction of the theoretical maximum amount of product (1.0 means a 100% yield; for example, 0.34 means a 34% yield). (1) The reactants are [CH3:1][N:2]1[CH:6]=[C:5](/[CH:7]=[CH:8]/[C:9]([OH:11])=[O:10])[CH:4]=[N:3]1.OS(O)(=O)=O.[OH-].[Na+].[CH3:19]O. No catalyst specified. The product is [CH3:1][N:2]1[CH:6]=[C:5](/[CH:7]=[CH:8]/[C:9]([O:11][CH3:19])=[O:10])[CH:4]=[N:3]1. The yield is 0.718. (2) The catalyst is O. The product is [CH:1]1[C:12]2=[C:13]3[CH:8]([CH2:9][CH2:10][CH2:11]2)[CH2:7][CH2:6][CH2:5][C:4]3=[CH:3][C:2]=1[NH:14][C:16]1[N:17]=[CH:18][C:19]([C:22]([O:24][CH2:25][CH3:26])=[O:23])=[CH:20][N:21]=1. The yield is 0.930. The reactants are [CH:1]1[C:12]2=[C:13]3[CH:8]([CH2:9][CH2:10][CH2:11]2)[CH2:7][CH2:6][CH2:5][C:4]3=[CH:3][C:2]=1[NH2:14].Cl[C:16]1[N:21]=[CH:20][C:19]([C:22]([O:24][CH2:25][CH3:26])=[O:23])=[CH:18][N:17]=1.C(=O)([O-])[O-].[K+].[K+]. (3) The reactants are [OH:1][C:2]1[CH:3]=[C:4]([CH2:8][CH2:9][C:10]([OH:12])=[O:11])[CH:5]=[CH:6][CH:7]=1.[C:13](=O)([O-])O.[K+].CI. The catalyst is CN(C=O)C. The product is [OH:1][C:2]1[CH:3]=[C:4]([CH2:8][CH2:9][C:10]([O:12][CH3:13])=[O:11])[CH:5]=[CH:6][CH:7]=1. The yield is 0.980. (4) The reactants are [CH3:1][S:2]([N:5]1[CH2:10][CH2:9][NH:8][C:7](=[O:11])[CH2:6]1)(=[O:4])=[O:3].[H-].[Na+].Cl[CH2:15][C:16]1[O:24][C:23]2[C:22]([C:25]3[CH:30]=[CH:29][N:28]=[C:27]([NH:31][C:32](=[O:34])[CH3:33])[CH:26]=3)=[CH:21][N:20]([CH3:35])[C:19](=[O:36])[C:18]=2[CH:17]=1. The catalyst is CN(C=O)C. The product is [CH3:35][N:20]1[CH:21]=[C:22]([C:25]2[CH:30]=[CH:29][N:28]=[C:27]([NH:31][C:32](=[O:34])[CH3:33])[CH:26]=2)[C:23]2[O:24][C:16]([CH2:15][N:8]3[CH2:9][CH2:10][N:5]([S:2]([CH3:1])(=[O:3])=[O:4])[CH2:6][C:7]3=[O:11])=[CH:17][C:18]=2[C:19]1=[O:36]. The yield is 0.0584. (5) The yield is 0.940. No catalyst specified. The reactants are CC1C=CC(S(O[CH2:12][CH:13]2[CH2:17][C:16]3[C:18]([C:22]4[CH:27]=[CH:26][CH:25]=[CH:24][C:23]=4[C:28]([F:31])([F:30])[F:29])=[CH:19][CH:20]=[CH:21][C:15]=3[O:14]2)(=O)=O)=CC=1.[N-:32]=[N+:33]=[N-:34].[Na+]. The product is [F:29][C:28]([F:31])([F:30])[C:23]1[CH:24]=[CH:25][CH:26]=[CH:27][C:22]=1[C:18]1[C:16]2[CH2:17][CH:13]([CH2:12][N:32]=[N+:33]=[N-:34])[O:14][C:15]=2[CH:21]=[CH:20][CH:19]=1. (6) The reactants are [CH3:1][O:2][C@H:3]([CH2:9][CH2:10][CH:11]=[CH2:12])[C@@H:4]([CH3:8])[C:5]([OH:7])=O.C(N(CC)C(C)C)(C)C.C[NH3+].F[P-](F)(F)(F)(F)F.N1(OC(N(C)C)=[N+](C)C)C2N=CC=CC=2N=N1.F[P-](F)(F)(F)(F)F.[CH2:55]([O:61][C:62]([C@@H:64]1[CH2:69][CH2:68][CH2:67][N:66]([C:70](=[O:95])[C@@H:71]([NH:87][C:88](=[O:94])[C@@H:89]([NH2:93])[CH:90]([CH3:92])[CH3:91])[CH2:72][C:73]2[CH:78]=[CH:77][CH:76]=[C:75]([O:79][Si](C(C)(C)C)(C)C)[CH:74]=2)[NH:65]1)=[O:63])[CH2:56]/[CH:57]=[CH:58]/[CH:59]=[CH2:60]. The catalyst is CN(C)C=O.P([O-])([O-])([O-])=O. The product is [CH2:55]([O:61][C:62]([C@@H:64]1[CH2:69][CH2:68][CH2:67][N:66]([C:70](=[O:95])[C@@H:71]([NH:87][C:88](=[O:94])[C@@H:89]([NH:93][C:5](=[O:7])[C@H:4]([CH3:8])[C@H:3]([O:2][CH3:1])[CH2:9][CH2:10][CH:11]=[CH2:12])[CH:90]([CH3:92])[CH3:91])[CH2:72][C:73]2[CH:78]=[CH:77][CH:76]=[C:75]([OH:79])[CH:74]=2)[NH:65]1)=[O:63])[CH2:56]/[CH:57]=[CH:58]/[CH:59]=[CH2:60]. The yield is 0.370.